Dataset: Full USPTO retrosynthesis dataset with 1.9M reactions from patents (1976-2016). Task: Predict the reactants needed to synthesize the given product. The reactants are: [Cl:1][C:2]1[CH:3]=[CH:4][C:5]([CH:24]=[O:25])=[C:6]2[C:10]=1[N:9]=[C:8]1[N:11]([C:15]3[C:16]([CH3:23])=[N:17][C:18]([O:21][CH3:22])=[CH:19][CH:20]=3)[CH2:12][CH2:13][CH2:14][N:7]21.[CH2:26]([Mg]Br)[CH3:27]. Given the product [Cl:1][C:2]1[C:10]2[N:9]=[C:8]3[N:11]([C:15]4[C:16]([CH3:23])=[N:17][C:18]([O:21][CH3:22])=[CH:19][CH:20]=4)[CH2:12][CH2:13][CH2:14][N:7]3[C:6]=2[C:5]([CH:24]([OH:25])[CH2:26][CH3:27])=[CH:4][CH:3]=1, predict the reactants needed to synthesize it.